Dataset: Full USPTO retrosynthesis dataset with 1.9M reactions from patents (1976-2016). Task: Predict the reactants needed to synthesize the given product. (1) Given the product [C:1]([O:5][C:6]([N:8]1[C:17]2[C:12](=[CH:13][C:14]([B:22]3[O:23][C:24]([CH3:26])([CH3:25])[C:20]([CH3:36])([CH3:19])[O:21]3)=[CH:15][N:16]=2)[CH2:11][CH2:10][CH2:9]1)=[O:7])([CH3:4])([CH3:3])[CH3:2], predict the reactants needed to synthesize it. The reactants are: [C:1]([O:5][C:6]([N:8]1[C:17]2[C:12](=[CH:13][C:14](Br)=[CH:15][N:16]=2)[CH2:11][CH2:10][CH2:9]1)=[O:7])([CH3:4])([CH3:3])[CH3:2].[CH3:19][C:20]1([CH3:36])[C:24]([CH3:26])([CH3:25])[O:23][B:22]([B:22]2[O:23][C:24]([CH3:26])([CH3:25])[C:20]([CH3:36])([CH3:19])[O:21]2)[O:21]1.CC([O-])=O.[K+]. (2) Given the product [N:31]1[NH:34][N:35]=[N:36][C:30]=1[C:29]1[CH:32]=[C:25]([C:12]2[C:13]3[C:18](=[C:17]([C:19]4[CH:24]=[CH:23][CH:22]=[CH:21][CH:20]=4)[CH:16]=[CH:15][CH:14]=3)[C:9]([NH:8][CH2:1][C:2]3[CH:7]=[CH:6][CH:5]=[CH:4][CH:3]=3)=[N:10][C:11]=2[Cl:33])[CH:26]=[N:27][CH:28]=1, predict the reactants needed to synthesize it. The reactants are: [CH2:1]([NH:8][C:9]1[C:18]2[C:13](=[CH:14][CH:15]=[CH:16][C:17]=2[C:19]2[CH:24]=[CH:23][CH:22]=[CH:21][CH:20]=2)[C:12]([C:25]2[CH:26]=[N:27][CH:28]=[C:29]([CH:32]=2)[C:30]#[N:31])=[C:11]([Cl:33])[N:10]=1)[C:2]1[CH:7]=[CH:6][CH:5]=[CH:4][CH:3]=1.[N-:34]=[N+:35]=[N-:36].[Na+]. (3) Given the product [Br:1][C:2]1[CH:8]=[CH:7][CH:6]=[CH:5][C:3]=1[NH:4][C:20]([CH:18]1[CH2:19][N:16]([C:14]([O:13][C:9]([CH3:12])([CH3:11])[CH3:10])=[O:15])[CH2:17]1)=[O:21], predict the reactants needed to synthesize it. The reactants are: [Br:1][C:2]1[CH:8]=[CH:7][CH:6]=[CH:5][C:3]=1[NH2:4].[C:9]([O:13][C:14]([N:16]1[CH2:19][CH:18]([C:20](O)=[O:21])[CH2:17]1)=[O:15])([CH3:12])([CH3:11])[CH3:10].CCN=C=NCCCN(C)C. (4) Given the product [CH3:1][C:2]1([CH3:32])[N:6]([C:7]([O:9][C:10]([CH3:11])([CH3:12])[CH3:13])=[O:8])[C@@H:5]([CH2:14][C:15]2[CH:16]=[CH:17][C:18]([S:21]([C:22]3[C:31]4[C:26](=[CH:27][CH:28]=[CH:29][CH:30]=4)[N:25]=[CH:24][CH:23]=3)(=[O:50])=[O:48])=[CH:19][CH:20]=2)[CH2:4][O:3]1, predict the reactants needed to synthesize it. The reactants are: [CH3:1][C:2]1([CH3:32])[N:6]([C:7]([O:9][C:10]([CH3:13])([CH3:12])[CH3:11])=[O:8])[C@@H:5]([CH2:14][C:15]2[CH:20]=[CH:19][C:18]([S:21][C:22]3[C:31]4[C:26](=[CH:27][CH:28]=[CH:29][CH:30]=4)[N:25]=[CH:24][CH:23]=3)=[CH:17][CH:16]=2)[CH2:4][O:3]1.C(O)(=O)C.ClC1C=CC=C(C(OO)=O)C=1.[OH-:48].[Na+].[OH2:50]. (5) Given the product [Cl:21][C:15]1[C:14]([CH3:22])=[C:13]([N:12]=[C:1]=[O:2])[CH:20]=[CH:19][C:16]=1[C:17]#[N:18], predict the reactants needed to synthesize it. The reactants are: [C:1](Cl)(Cl)=[O:2].C1(C)C=CC=CC=1.[NH2:12][C:13]1[CH:20]=[CH:19][C:16]([C:17]#[N:18])=[C:15]([Cl:21])[C:14]=1[CH3:22].C(=O)([O-])O.[Na+].